From a dataset of Reaction yield outcomes from USPTO patents with 853,638 reactions. Predict the reaction yield, written as a fraction of the theoretical maximum amount of product (1.0 means a 100% yield; for example, 0.34 means a 34% yield). (1) The reactants are [Br:1][C:2]1[CH:7]=C[C:5]([CH2:8]O)=[CH:4][CH:3]=1.CS(Cl)(=O)=O.CC[N:17](C(C)C)C(C)C.[NH:24]1[CH2:29][CH2:28][CH:27]([OH:30])[CH2:26][CH2:25]1. The catalyst is C(Cl)Cl. The product is [Br:1][C:2]1[CH:3]=[CH:4][C:5]([CH2:8][N:24]2[CH2:29][CH2:28][CH:27]([OH:30])[CH2:26][CH2:25]2)=[N:17][CH:7]=1. The yield is 0.690. (2) The reactants are [OH:1][C:2]1[CH:10]=[CH:9][C:5]2[O:6][CH2:7][O:8][C:4]=2[CH:3]=1.[NH2:11][C:12]1[S:13][C:14]([CH2:26][CH:27]([CH3:29])[CH3:28])=[C:15]([C:17]2[O:21][C:20]([P:22](=[O:25])([OH:24])O)=[CH:19][CH:18]=2)[N:16]=1. No catalyst specified. The product is [NH2:11][C:12]1[S:13][C:14]([CH2:26][CH:27]([CH3:28])[CH3:29])=[C:15]([C:17]2[O:21][C:20]([P:22](=[O:25])([O:24][C:2]3[CH:10]=[CH:9][C:5]4[O:6][CH2:7][O:8][C:4]=4[CH:3]=3)[O:1][C:2]3[CH:10]=[CH:9][C:5]4[O:6][CH2:7][O:8][C:4]=4[CH:3]=3)=[CH:19][CH:18]=2)[N:16]=1. The yield is 0.140. (3) The reactants are [C:1]([O:4][C@@H:5]1[CH2:29][CH2:28][C@@:27]2([CH3:30])[C@H:7]([CH2:8][CH2:9][C@@H:10]3[C:26]2=[CH:25][CH2:24][C@@:23]2([CH3:31])[C@H:11]3[CH2:12][CH:13]=[C:14]2[C@H:15]([CH3:22])/[CH:16]=[CH:17]/[C:18]([O:20][CH3:21])=[O:19])[CH2:6]1)(=[O:3])[CH3:2]. The yield is 0.860. The catalyst is CCOC(C)=O.[Pd]. The product is [C:1]([O:4][C@@H:5]1[CH2:29][CH2:28][C@@:27]2([CH3:30])[C@H:7]([CH2:8][CH2:9][C@@H:10]3[C:26]2=[CH:25][CH2:24][C@@:23]2([CH3:31])[C@H:11]3[CH2:12][CH2:13][C@@H:14]2[C@H:15]([CH3:22])[CH2:16][CH2:17][C:18]([O:20][CH3:21])=[O:19])[CH2:6]1)(=[O:3])[CH3:2]. (4) The reactants are [OH:1][C:2]1[CH:3]=[C:4]2[C:9](=[CH:10][CH:11]=1)[N:8]=[C:7]([C@:12]1([CH3:18])[CH2:16][O:15][C:14](=[O:17])[NH:13]1)[N:6]=[CH:5]2.C(Cl)Cl.[I:22]N1C(=O)CCC1=O. No catalyst specified. The product is [OH:1][C:2]1[C:3]([I:22])=[C:4]2[C:9](=[CH:10][CH:11]=1)[N:8]=[C:7]([C@:12]1([CH3:18])[CH2:16][O:15][C:14](=[O:17])[NH:13]1)[N:6]=[CH:5]2. The yield is 0.840. (5) The reactants are [CH2:1]([O:8][C:9]([NH:11][C:12](O)([C:18]([F:21])([F:20])[F:19])[C:13]([O:15][CH2:16][CH3:17])=[O:14])=[O:10])[C:2]1[CH:7]=[CH:6][CH:5]=[CH:4][CH:3]=1.C(OC(C(F)(F)F)=O)(C(F)(F)F)=O.N1C=CC=CC=1. The catalyst is C(OCC)C. The product is [CH2:1]([O:8][C:9]([N:11]=[C:12]([C:18]([F:19])([F:21])[F:20])[C:13]([O:15][CH2:16][CH3:17])=[O:14])=[O:10])[C:2]1[CH:3]=[CH:4][CH:5]=[CH:6][CH:7]=1. The yield is 0.970.